This data is from Forward reaction prediction with 1.9M reactions from USPTO patents (1976-2016). The task is: Predict the product of the given reaction. (1) Given the reactants [O:1]1[C:9]2[CH:8]=[CH:7][N:6]=[CH:5][C:4]=2[CH:3]=[C:2]1[C:10]1[N:14]=[C:13]([CH2:15][NH2:16])[O:12][N:11]=1.[C:17]([O:21][C:22]([N:24]1[CH2:29][CH2:28][C:27](=O)[CH2:26][CH2:25]1)=[O:23])([CH3:20])([CH3:19])[CH3:18], predict the reaction product. The product is: [C:17]([O:21][C:22]([N:24]1[CH2:29][CH2:28][CH:27]([NH:16][CH2:15][C:13]2[O:12][N:11]=[C:10]([C:2]3[O:1][C:9]4[CH:8]=[CH:7][N:6]=[CH:5][C:4]=4[CH:3]=3)[N:14]=2)[CH2:26][CH2:25]1)=[O:23])([CH3:20])([CH3:18])[CH3:19]. (2) Given the reactants [I:1][C:2]1[CH:3]=[C:4]([NH2:31])[C:5]([NH:8][CH:9]([C:11]2[CH:16]=[CH:15][C:14]([O:17][CH2:18][C:19]3[CH:20]=[N:21][C:22]([C:25]([F:28])([F:27])[F:26])=[CH:23][CH:24]=3)=[C:13]([O:29][CH3:30])[CH:12]=2)[CH3:10])=[N:6][CH:7]=1.Cl[CH2:33]C1C=CC(C(F)(F)F)=NC=1.C(OCC)(OCC)OCC.O.C1(C)C=CC(S(O)(=O)=O)=CC=1, predict the reaction product. The product is: [I:1][C:2]1[CH:3]=[C:4]2[N:31]=[CH:33][N:8]([CH:9]([C:11]3[CH:16]=[CH:15][C:14]([O:17][CH2:18][C:19]4[CH:20]=[N:21][C:22]([C:25]([F:27])([F:26])[F:28])=[CH:23][CH:24]=4)=[C:13]([O:29][CH3:30])[CH:12]=3)[CH3:10])[C:5]2=[N:6][CH:7]=1. (3) Given the reactants [Cl:1][C:2]1[CH:3]=[C:4]([N:14]([CH3:21])[CH:15]2[CH2:20][CH2:19][O:18][CH2:17][CH2:16]2)[C:5]([CH2:12][CH3:13])=[C:6]([CH:11]=1)[C:7]([O:9]C)=[O:8].[OH-].[Na+].CO.Cl, predict the reaction product. The product is: [Cl:1][C:2]1[CH:3]=[C:4]([N:14]([CH3:21])[CH:15]2[CH2:20][CH2:19][O:18][CH2:17][CH2:16]2)[C:5]([CH2:12][CH3:13])=[C:6]([CH:11]=1)[C:7]([OH:9])=[O:8]. (4) Given the reactants [OH:1][CH2:2][C@H:3]1[CH2:8][CH2:7][C@H:6]([C:9]([OH:11])=[O:10])[CH2:5][CH2:4]1.C(=O)(O)[O-].[Na+].[I-].[Na+].[CH2:19](Cl)[C:20]1[CH:25]=[CH:24][CH:23]=[CH:22][CH:21]=1.[Cl-].[NH4+], predict the reaction product. The product is: [OH:1][CH2:2][C@H:3]1[CH2:4][CH2:5][C@H:6]([C:9]([O:11][CH2:19][C:20]2[CH:25]=[CH:24][CH:23]=[CH:22][CH:21]=2)=[O:10])[CH2:7][CH2:8]1.